Dataset: Forward reaction prediction with 1.9M reactions from USPTO patents (1976-2016). Task: Predict the product of the given reaction. (1) Given the reactants [Cl:1][C:2]1[CH:9]=[C:8]([N:10]([CH2:16][C:17]2[CH:22]=[CH:21][CH:20]=[CH:19][C:18]=2[Cl:23])[C@H:11]2[CH2:15][CH2:14][NH:13][CH2:12]2)[CH:7]=[CH:6][C:3]=1[C:4]#[N:5].Cl[CH2:25][C:26](=[O:28])[CH3:27], predict the reaction product. The product is: [Cl:1][C:2]1[CH:9]=[C:8]([N:10]([CH2:16][C:17]2[CH:22]=[CH:21][CH:20]=[CH:19][C:18]=2[Cl:23])[C@H:11]2[CH2:15][CH2:14][N:13]([CH2:25][C:26](=[O:28])[CH3:27])[CH2:12]2)[CH:7]=[CH:6][C:3]=1[C:4]#[N:5]. (2) Given the reactants [NH2:1][C:2]1[N:6]([CH3:7])[C:5](=[O:8])[C:4]([C:21]2[CH:26]=[CH:25][C:24]([F:27])=[C:23](Br)[CH:22]=2)([C:9]2[CH:14]=[CH:13][C:12]([S:15]([F:20])([F:19])([F:18])([F:17])[F:16])=[CH:11][CH:10]=2)[N:3]=1.[F:29][C:30]1[C:35](B(O)O)=[CH:34][CH:33]=[CH:32][N:31]=1, predict the reaction product. The product is: [NH2:1][C:2]1[N:6]([CH3:7])[C:5](=[O:8])[C:4]([C:21]2[CH:26]=[CH:25][C:24]([F:27])=[C:23]([C:35]3[C:30]([F:29])=[N:31][CH:32]=[CH:33][CH:34]=3)[CH:22]=2)([C:9]2[CH:14]=[CH:13][C:12]([S:15]([F:20])([F:19])([F:18])([F:17])[F:16])=[CH:11][CH:10]=2)[N:3]=1. (3) The product is: [CH2:1]([O:8][CH2:9][C:10]([CH:13]1[N:14]2[CH:15]([CH2:42][C:41](=[O:43])[C:35]([C:36]([O:38][CH2:39][CH3:40])=[O:37])=[CH:34]2)[C:16]2[CH:17]=[C:18]([O:29][CH3:30])[C:19]([O:23][CH2:24][CH2:25][CH2:26][O:27][CH3:28])=[CH:20][C:21]=2[CH2:22]1)([CH3:12])[CH3:11])[C:2]1[CH:7]=[CH:6][CH:5]=[CH:4][CH:3]=1. Given the reactants [CH2:1]([O:8][CH2:9][C:10]([CH:13]1[CH2:22][C:21]2[C:16](=[CH:17][C:18]([O:29][CH3:30])=[C:19]([O:23][CH2:24][CH2:25][CH2:26][O:27][CH3:28])[CH:20]=2)[CH:15]=[N:14]1)([CH3:12])[CH3:11])[C:2]1[CH:7]=[CH:6][CH:5]=[CH:4][CH:3]=1.C(O[CH:34]=[C:35]([C:41](=[O:43])[CH3:42])[C:36]([O:38][CH2:39][CH3:40])=[O:37])C, predict the reaction product. (4) Given the reactants Br[C:2]1[C:3]([NH:9][C:10]([C:12]2[CH:13]=[N:14][N:15]3[CH:20]=[CH:19][CH:18]=[N:17][C:16]=23)=[O:11])=[CH:4][C:5]([CH3:8])=[N:6][CH:7]=1.[Cl:21][C:22]1[CH:27]=[CH:26][C:25]([Cl:28])=[CH:24][C:23]=1B(O)O.C(=O)([O-])[O-].[Na+].[Na+], predict the reaction product. The product is: [Cl:21][C:22]1[CH:27]=[CH:26][C:25]([Cl:28])=[CH:24][C:23]=1[C:2]1[C:3]([NH:9][C:10]([C:12]2[CH:13]=[N:14][N:15]3[CH:20]=[CH:19][CH:18]=[N:17][C:16]=23)=[O:11])=[CH:4][C:5]([CH3:8])=[N:6][CH:7]=1. (5) Given the reactants [NH2:1][C:2]1[CH:11]=[C:10]2[C:5]([C:6]([Br:16])=[N:7][N:8]([CH:13]([CH3:15])[CH3:14])[C:9]2=[O:12])=[CH:4][CH:3]=1.C(=O)([O-])[O-].[K+].[K+].Cl[CH2:24][CH2:25][O:26][CH2:27][CH2:28]Cl, predict the reaction product. The product is: [O:26]1[CH2:27][CH2:28][N:1]([C:2]2[CH:11]=[C:10]3[C:5]([C:6]([Br:16])=[N:7][N:8]([CH:13]([CH3:14])[CH3:15])[C:9]3=[O:12])=[CH:4][CH:3]=2)[CH2:24][CH2:25]1. (6) Given the reactants C(O[C:6]([N:8]1[CH2:13][CH2:12][N:11]([C:14]2[CH:19]=[CH:18][C:17]([C:20](=[O:30])[NH:21][C:22]3[CH:27]=[CH:26][C:25]([I:28])=[C:24]([CH3:29])[CH:23]=3)=[CH:16][N:15]=2)[CH2:10][CH2:9]1)=[O:7])(C)(C)C.[CH3:31][C:32]1([CH3:39])[CH2:37]C(=O)[O:35][C:33]1=[O:34], predict the reaction product. The product is: [I:28][C:25]1[CH:26]=[CH:27][C:22]([NH:21][C:20]([C:17]2[CH:18]=[CH:19][C:14]([N:11]3[CH2:10][CH2:9][N:8]([C:6](=[O:7])[CH2:31][C:32]([CH3:39])([CH3:37])[C:33]([OH:35])=[O:34])[CH2:13][CH2:12]3)=[N:15][CH:16]=2)=[O:30])=[CH:23][C:24]=1[CH3:29]. (7) Given the reactants [CH2:1]([NH:9][C:10]([C@@H:12]1[CH2:16][CH2:15][C@H:14]([CH2:17][CH:18]=[CH2:19])[N:13]1[C:20](=[O:27])[C@@H:21]([NH:25]C)[CH2:22][CH:23]=[CH2:24])=[O:11])[CH2:2][C:3]1[CH:8]=[CH:7][CH:6]=[CH:5][CH:4]=1.FC(F)(F)C(O)=O.C1(C)C=CC=CC=1, predict the reaction product. The product is: [CH2:1]([NH:9][C:10]([C@@H:12]1[CH2:16][CH2:15][C@H:14]([CH2:17][CH:18]=[CH2:19])[N:13]1[C:20](=[O:27])[C@@H:21]([NH2:25])[CH2:22][CH:23]=[CH2:24])=[O:11])[CH2:2][C:3]1[CH:4]=[CH:5][CH:6]=[CH:7][CH:8]=1. (8) Given the reactants [CH2:1]([O:8][N:9]1[C:15](=[O:16])[N:14]2[CH2:17][C@H:10]1[CH2:11][CH2:12][C@H:13]2[C:18]([O:20]N1C(=O)[C@H]2[C@H]([C@@H]3C[C@H]2C=C3)C1=O)=O)[C:2]1[CH:7]=[CH:6][CH:5]=[CH:4][CH:3]=1.[NH2:33][O:34][CH2:35][C@@H:36]1[CH2:39][CH2:38][N:37]1[C:40]([O:42][C:43]([CH3:46])([CH3:45])[CH3:44])=[O:41], predict the reaction product. The product is: [CH2:1]([O:8][N:9]1[C:15](=[O:16])[N:14]2[CH2:17][C@H:10]1[CH2:11][CH2:12][C@H:13]2[C:18]([NH:33][O:34][CH2:35][C@@H:36]1[CH2:39][CH2:38][N:37]1[C:40]([O:42][C:43]([CH3:46])([CH3:45])[CH3:44])=[O:41])=[O:20])[C:2]1[CH:3]=[CH:4][CH:5]=[CH:6][CH:7]=1.